This data is from Forward reaction prediction with 1.9M reactions from USPTO patents (1976-2016). The task is: Predict the product of the given reaction. Given the reactants [C:1]([C:4]1[CH:9]=[C:8]([I:10])[CH:7]=[CH:6][C:5]=1[NH:11]C(=O)OC(C)(C)C)(=[O:3])[CH3:2].FC(F)(F)C(O)=O, predict the reaction product. The product is: [NH2:11][C:5]1[CH:6]=[CH:7][C:8]([I:10])=[CH:9][C:4]=1[C:1](=[O:3])[CH3:2].